This data is from Forward reaction prediction with 1.9M reactions from USPTO patents (1976-2016). The task is: Predict the product of the given reaction. (1) Given the reactants [F:1][CH:2]([F:35])[O:3][C:4]1[CH:5]=[CH:6][C:7]([C:16]2[NH:33][C:19]3[CH:20]=[N:21][N:22](COCC[Si](C)(C)C)[C:23](=[O:24])[C:18]=3[C:17]=2[CH3:34])=[C:8]2[C:13]=1[O:12][C:11]([CH3:15])([CH3:14])[CH:10]=[CH:9]2.[Cl:36]C1C2C(=O)NN=CC=2N(COCC[Si](C)(C)C)C=1C1C=CC(OC(F)F)=C(OC2CC2)C=1, predict the reaction product. The product is: [ClH:36].[F:35][CH:2]([F:1])[O:3][C:4]1[CH:5]=[CH:6][C:7]([C:16]2[NH:33][C:19]3[CH:20]=[N:21][NH:22][C:23](=[O:24])[C:18]=3[C:17]=2[CH3:34])=[C:8]2[C:13]=1[O:12][C:11]([CH3:15])([CH3:14])[CH:10]=[CH:9]2. (2) Given the reactants [Cl:1][C:2]1[CH:3]=[C:4]([NH:9][CH:10]=O)[CH:5]=[CH:6][C:7]=1[Cl:8].[H-].[Na+].[Cl:14][C:15]1[N:23]=[C:22]2[C:18]([N:19]=[CH:20][N:21]2[CH2:24][CH3:25])=C(Cl)[N:16]=1.O, predict the reaction product. The product is: [Cl:14][C:15]1[N:23]=[C:22]2[C:18]([N:19]=[CH:20][N:21]2[CH2:24][CH3:25])=[C:10]([NH:9][C:4]2[CH:5]=[CH:6][C:7]([Cl:8])=[C:2]([Cl:1])[CH:3]=2)[N:16]=1. (3) The product is: [C:33]([NH:34][C@H:35]1[CH2:39][CH2:38][N:37]([C:9]2[C:8]([F:12])=[CH:7][C:3]([C:4]([NH2:6])=[O:5])=[C:2]([NH:24][C:23]3[CH:25]=[CH:26][C:20]([N:17]4[CH2:18][CH2:19][C:14]([F:13])([F:27])[CH2:15][CH2:16]4)=[CH:21][CH:22]=3)[N:10]=2)[CH2:36]1)(=[O:40])[CH:41]=[CH2:42]. Given the reactants Cl[C:2]1[N:10]=[C:9](Cl)[C:8]([F:12])=[CH:7][C:3]=1[C:4]([NH2:6])=[O:5].[F:13][C:14]1([F:27])[CH2:19][CH2:18][N:17]([C:20]2[CH:26]=[CH:25][C:23]([NH2:24])=[CH:22][CH:21]=2)[CH2:16][CH2:15]1.C(O[C:33](=[O:40])[NH:34][C@H:35]1[CH2:39][CH2:38][NH:37][CH2:36]1)(C)(C)C.[C:41](O)(=O)[CH:42]=C, predict the reaction product. (4) Given the reactants [CH3:1][N:2]1[C:6]([O:7][CH:8]2[CH2:11][O:10][CH2:9]2)=[C:5]([CH:12]=[O:13])[C:4]([C:14]([F:17])([F:16])[F:15])=[N:3]1.[BH4-].[Na+], predict the reaction product. The product is: [CH3:1][N:2]1[C:6]([O:7][CH:8]2[CH2:11][O:10][CH2:9]2)=[C:5]([CH2:12][OH:13])[C:4]([C:14]([F:17])([F:15])[F:16])=[N:3]1. (5) Given the reactants [Cl:1][C:2]1[CH:7]=[CH:6][C:5]([C:8]2[N:9]=[C:10]3[N:14]([C:15]=2[CH2:16][OH:17])[CH:13]=[C:12]([C:18]([O-:20])=O)[S:11]3)=[CH:4][CH:3]=1.[Na+].[NH:22]1[CH2:27][CH2:26][O:25][CH2:24][CH2:23]1.CN(C(ON1N=NC2C=CC=CC1=2)=[N+](C)C)C.[B-](F)(F)(F)F.C(N(CC)CC)C, predict the reaction product. The product is: [Cl:1][C:2]1[CH:3]=[CH:4][C:5]([C:8]2[N:9]=[C:10]3[N:14]([C:15]=2[CH2:16][OH:17])[CH:13]=[C:12]([C:18]([N:22]2[CH2:27][CH2:26][O:25][CH2:24][CH2:23]2)=[O:20])[S:11]3)=[CH:6][CH:7]=1.